Task: Predict the reactants needed to synthesize the given product.. Dataset: Full USPTO retrosynthesis dataset with 1.9M reactions from patents (1976-2016) (1) The reactants are: [NH2:1][CH2:2][CH:3]1[CH2:8][CH2:7][N:6]([C:9]2[C:14](F)=[CH:13][N:12]=[C:11]([NH:16][C:17]3[CH:22]=[CH:21][C:20]([N:23]4[CH2:28][CH2:27][N:26]([C:29](=[O:31])[CH3:30])[CH2:25][CH2:24]4)=[CH:19][CH:18]=3)[N:10]=2)[CH2:5][CH2:4]1.[Cl:32]C1N=C(Cl)C(Cl)=CN=1. Given the product [NH2:1][CH2:2][CH:3]1[CH2:8][CH2:7][N:6]([C:9]2[C:14]([Cl:32])=[CH:13][N:12]=[C:11]([NH:16][C:17]3[CH:22]=[CH:21][C:20]([N:23]4[CH2:28][CH2:27][N:26]([C:29](=[O:31])[CH3:30])[CH2:25][CH2:24]4)=[CH:19][CH:18]=3)[N:10]=2)[CH2:5][CH2:4]1, predict the reactants needed to synthesize it. (2) Given the product [Cl:1][CH2:2][CH2:3][CH2:4][O:5][C:6]1[CH:11]=[CH:10][C:9]([C:12]2[S:13][C:14]3[CH2:19][N:18]([S:20]([C:23]4[CH:24]=[CH:25][C:26]([CH3:29])=[CH:27][CH:28]=4)(=[O:22])=[O:21])[CH2:17][C:15]=3[N:16]=2)=[CH:8][CH:7]=1, predict the reactants needed to synthesize it. The reactants are: [Cl:1][CH2:2][CH2:3][CH2:4][O:5][C:6]1[CH:11]=[CH:10][C:9]([C:12]2[S:13][CH:14]3[CH2:19][N:18]([S:20]([C:23]4[CH:28]=[CH:27][C:26]([CH3:29])=[CH:25][CH:24]=4)(=[O:22])=[O:21])[CH2:17][C:15]3(O)[N:16]=2)=[CH:8][CH:7]=1.C(N(CC)CC)C.CS(Cl)(=O)=O. (3) Given the product [NH2:4][C:5]1[CH:10]=[CH:9][CH:8]=[CH:7][C:6]=1[NH:11][C:12]([C:14]1[N:15]=[CH:16][C:17]([N:20]2[CH2:21][CH2:22][N:23]([CH2:27][CH2:28][C:29]([NH:31][C:32]3[CH:37]=[CH:36][CH:35]=[CH:34][CH:33]=3)=[O:30])[CH2:24][CH2:25]2)=[N:18][CH:19]=1)=[O:13], predict the reactants needed to synthesize it. The reactants are: Cl.Cl.Cl.[NH2:4][C:5]1[CH:10]=[CH:9][CH:8]=[CH:7][C:6]=1[NH:11][C:12]([C:14]1[CH:19]=[N:18][C:17]([N:20]2[CH2:25][CH2:24][NH:23][CH2:22][CH2:21]2)=[CH:16][N:15]=1)=[O:13].Cl[CH2:27][CH2:28][C:29]([NH:31][C:32]1[CH:37]=[CH:36][CH:35]=[CH:34][CH:33]=1)=[O:30].[I-].[K+].C(N(CC)CC)C. (4) Given the product [F:46][C:43]([F:44])([F:45])[C:39]1[CH:38]=[C:37]([CH:42]=[CH:41][CH:40]=1)[C:36]([NH:35][CH2:34][C:32]([NH:31][CH:29]1[CH2:28][N:27]([CH:24]2[CH2:23][CH2:22][CH:21]([NH:20][C:10]([C:8]3[CH:7]=[CH:6][C:5]4[O:1][CH2:2][O:3][C:4]=4[CH:9]=3)=[O:11])[CH2:26][CH2:25]2)[CH2:30]1)=[O:33])=[O:47], predict the reactants needed to synthesize it. The reactants are: [O:1]1[C:5]2[CH:6]=[CH:7][C:8]([C:10](Cl)=[O:11])=[CH:9][C:4]=2[O:3][CH2:2]1.OC(C(F)(F)F)=O.[NH2:20][CH:21]1[CH2:26][CH2:25][CH:24]([N:27]2[CH2:30][CH:29]([NH:31][C:32]([CH2:34][NH:35][C:36](=[O:47])[C:37]3[CH:42]=[CH:41][CH:40]=[C:39]([C:43]([F:46])([F:45])[F:44])[CH:38]=3)=[O:33])[CH2:28]2)[CH2:23][CH2:22]1.